The task is: Predict the reaction yield, written as a fraction of the theoretical maximum amount of product (1.0 means a 100% yield; for example, 0.34 means a 34% yield).. This data is from Reaction yield outcomes from USPTO patents with 853,638 reactions. (1) The reactants are [Cl-].O[NH3+:3].[C:4](=[O:7])([O-])[OH:5].[Na+].CS(C)=O.[CH2:13]([C:17]1[N:22]2[N:23]=[CH:24][N:25]=[C:21]2[N:20]([C@H:26]2[CH2:31][CH2:30][C@H:29]([O:32][CH2:33][C:34]([OH:37])([CH3:36])[CH3:35])[CH2:28][CH2:27]2)[C:19](=[O:38])[C:18]=1[CH2:39][C:40]1[CH:45]=[CH:44][C:43]([C:46]2[C:47]([C:52]#[N:53])=[CH:48][CH:49]=[CH:50][CH:51]=2)=[CH:42][CH:41]=1)[CH2:14][CH2:15][CH3:16]. The catalyst is C(OCC)(=O)C. The product is [CH2:13]([C:17]1[N:22]2[N:23]=[CH:24][N:25]=[C:21]2[N:20]([C@H:26]2[CH2:31][CH2:30][C@H:29]([O:32][CH2:33][C:34]([OH:37])([CH3:35])[CH3:36])[CH2:28][CH2:27]2)[C:19](=[O:38])[C:18]=1[CH2:39][C:40]1[CH:45]=[CH:44][C:43]([C:46]2[CH:51]=[CH:50][CH:49]=[CH:48][C:47]=2[C:52]2[NH:3][C:4](=[O:7])[O:5][N:53]=2)=[CH:42][CH:41]=1)[CH2:14][CH2:15][CH3:16]. The yield is 0.550. (2) The reactants are [C:1]([OH:5])(=[O:4])[CH2:2][OH:3].C([N:10]([C:16]([O:18][CH2:19][C:20]1[CH:25]=[CH:24][CH:23]=[CH:22][CH:21]=1)=[O:17])[CH2:11][CH2:12][C:13]([OH:15])=[O:14])(C)(C)C. The catalyst is C(O)=O. The product is [C:1]([OH:5])(=[O:4])[CH2:2][OH:3].[C:16]([NH:10][CH2:11][CH2:12][C:13]([OH:15])=[O:14])([O:18][CH2:19][C:20]1[CH:25]=[CH:24][CH:23]=[CH:22][CH:21]=1)=[O:17]. The yield is 0.800. (3) The reactants are [CH2:1]([C:6]([CH:11]([CH3:13])[CH3:12])([CH2:9][OH:10])[CH2:7][OH:8])[CH2:2][CH:3]([CH3:5])[CH3:4].[O:14]1[CH2:18][CH2:17][CH2:16]C1.N1C=CC=CC=1.[C:25](Cl)(=[O:28])[CH2:26][CH3:27]. The catalyst is O. The product is [C:25]([O:8][CH2:7][C:6]([CH2:1][CH2:2][CH:3]([CH3:5])[CH3:4])([CH:11]([CH3:13])[CH3:12])[CH2:9][O:10][C:18](=[O:14])[CH2:17][CH3:16])(=[O:28])[CH2:26][CH3:27]. The yield is 0.910. (4) The reactants are [Cl:1][C:2]1[C:3]([C:10]([NH:12][NH2:13])=[O:11])=[N:4][C:5]([S:8][CH3:9])=[N:6][CH:7]=1.[C:14]1([CH2:20][C:21](Cl)=[O:22])[CH:19]=[CH:18][CH:17]=[CH:16][CH:15]=1. The catalyst is N1C=CC=CC=1.O. The product is [Cl:1][C:2]1[C:3]([C:10]([NH:12][NH:13][C:21](=[O:22])[CH2:20][C:14]2[CH:19]=[CH:18][CH:17]=[CH:16][CH:15]=2)=[O:11])=[N:4][C:5]([S:8][CH3:9])=[N:6][CH:7]=1. The yield is 0.260. (5) The product is [CH3:21][N:11]([CH2:12][C:13]1[CH:14]=[CH:15][C:16]([Br:19])=[CH:17][CH:18]=1)[CH3:10]. The reactants are C[SiH](C)C1C=CC=CC=1.[CH3:10][N:11]([CH3:21])[C:12](=O)[C:13]1[CH:18]=[CH:17][C:16]([Br:19])=[CH:15][CH:14]=1. The yield is 0.860. No catalyst specified. (6) The reactants are [CH3:1][C:2]1[CH:7]=[CH:6][C:5]([S:8]([O:11][CH2:12][CH:13]2[CH2:17][C:16]3[CH:18]=[CH:19][CH:20]=[C:21](Br)[C:15]=3[O:14]2)(=[O:10])=[O:9])=[CH:4][CH:3]=1.[Cl:23][C:24]1[CH:25]=[C:26](B(O)O)[CH:27]=[CH:28][CH:29]=1.C(=O)([O-])[O-].[K+].[K+].CC1C=CC(S(OCC2CC3C(C4C=CC=CC=4)=CC=CC=3O2)(=O)=O)=CC=1. The catalyst is CC1C=CC=CC=1[P](C1C=CC=CC=1C)([Pd](Cl)(Cl)[P](C1=C(C)C=CC=C1)(C1C=CC=CC=1C)C1C=CC=CC=1C)C1C=CC=CC=1C. The product is [CH3:1][C:2]1[CH:7]=[CH:6][C:5]([S:8]([O:11][CH2:12][CH:13]2[CH2:17][C:16]3[CH:18]=[CH:19][CH:20]=[C:21]([C:28]4[CH:27]=[CH:26][CH:25]=[C:24]([Cl:23])[CH:29]=4)[C:15]=3[O:14]2)(=[O:10])=[O:9])=[CH:4][CH:3]=1. The yield is 0.750.